From a dataset of Forward reaction prediction with 1.9M reactions from USPTO patents (1976-2016). Predict the product of the given reaction. (1) Given the reactants [NH2:1][C:2]1[C:3]([CH:12]=O)=[CH:4][CH:5]=[C:6]2[C:11]=1[N:10]=[CH:9][CH:8]=[CH:7]2.[CH3:14][NH:15][S:16](Cl)(=[O:18])=[O:17].[BH4-].[Na+], predict the reaction product. The product is: [CH3:14][N:15]1[S:16](=[O:18])(=[O:17])[NH:1][C:2]2[C:11]3[C:6](=[CH:7][CH:8]=[CH:9][N:10]=3)[CH:5]=[CH:4][C:3]=2[CH2:12]1. (2) Given the reactants [CH:1]1([C@@:4]2([CH3:28])[CH2:8][O:7][C:6](=[O:9])[N:5]2[C:10]2[CH:15]=[CH:14][N:13]=[C:12]([NH:16][C@H:17]([C:19]3[CH:24]=[CH:23][C:22]([CH2:25][OH:26])=[C:21]([F:27])[CH:20]=3)[CH3:18])[N:11]=2)[CH2:3][CH2:2]1, predict the reaction product. The product is: [CH:1]1([C@@:4]2([CH3:28])[CH2:8][O:7][C:6](=[O:9])[N:5]2[C:10]2[CH:15]=[CH:14][N:13]=[C:12]([NH:16][C@H:17]([C:19]3[CH:24]=[CH:23][C:22]([CH:25]=[O:26])=[C:21]([F:27])[CH:20]=3)[CH3:18])[N:11]=2)[CH2:3][CH2:2]1. (3) Given the reactants [F:1][C:2]1[CH:7]=[C:6]([C:8]([OH:11])([CH3:10])[CH3:9])[CH:5]=[C:4]([F:12])[C:3]=1[C:13]1[N:18]=[C:17]([C:19]([O:21]C)=[O:20])[CH:16]=[CH:15][C:14]=1[F:23].C1COCC1.[OH-].[Na+], predict the reaction product. The product is: [F:1][C:2]1[CH:7]=[C:6]([C:8]([OH:11])([CH3:10])[CH3:9])[CH:5]=[C:4]([F:12])[C:3]=1[C:13]1[N:18]=[C:17]([C:19]([OH:21])=[O:20])[CH:16]=[CH:15][C:14]=1[F:23]. (4) Given the reactants [CH3:1][C:2]1([CH3:20])[C:10]2[C:5](=[CH:6][CH:7]=[C:8](OS(C(F)(F)F)(=O)=O)[CH:9]=2)[C:4](=[O:19])[CH2:3]1.[C:21]([C:23]1[CH:28]=[CH:27][C:26](B(O)O)=[CH:25][CH:24]=1)#[N:22], predict the reaction product. The product is: [CH3:1][C:2]1([CH3:20])[C:10]2[C:5](=[CH:6][CH:7]=[C:8]([C:26]3[CH:27]=[CH:28][C:23]([C:21]#[N:22])=[CH:24][CH:25]=3)[CH:9]=2)[C:4](=[O:19])[CH2:3]1.